Dataset: Peptide-MHC class I binding affinity with 185,985 pairs from IEDB/IMGT. Task: Regression. Given a peptide amino acid sequence and an MHC pseudo amino acid sequence, predict their binding affinity value. This is MHC class I binding data. (1) The peptide sequence is ADYLELDTI. The MHC is Patr-B2401 with pseudo-sequence Patr-B2401. The binding affinity (normalized) is 0.780. (2) The peptide sequence is VEYPIIGDEL. The MHC is HLA-B44:03 with pseudo-sequence HLA-B44:03. The binding affinity (normalized) is 0.479. (3) The peptide sequence is RQFPTAWEF. The MHC is Mamu-B3901 with pseudo-sequence Mamu-B3901. The binding affinity (normalized) is 0.517. (4) The peptide sequence is QLSLRMLSL. The MHC is HLA-B58:01 with pseudo-sequence HLA-B58:01. The binding affinity (normalized) is 0.0847. (5) The peptide sequence is EIKAEMQLKI. The MHC is HLA-A02:06 with pseudo-sequence HLA-A02:06. The binding affinity (normalized) is 0.116. (6) The peptide sequence is YLYNKYSFK. The MHC is HLA-B18:01 with pseudo-sequence HLA-B18:01. The binding affinity (normalized) is 0.0847.